Task: Predict the reaction yield, written as a fraction of the theoretical maximum amount of product (1.0 means a 100% yield; for example, 0.34 means a 34% yield).. Dataset: Reaction yield outcomes from USPTO patents with 853,638 reactions (1) The reactants are [N:1]#[C:2]Br.[C:4]([OH:10])([C:6]([F:9])([F:8])[F:7])=[O:5]. The catalyst is C(#N)C. The product is [C:4]([OH:10])([C:6]([F:9])([F:8])[F:7])=[O:5].[C:2](#[N:1])[CH3:4].[OH:10][C:4]([C:6]([F:9])([F:8])[F:7])=[O:5]. The yield is 0.000900. (2) The reactants are [CH3:1][O:2][C:3]1[CH:8]=[CH:7][CH:6]=[C:5]([NH2:9])[CH:4]=1.[CH3:10][O:11][C:12]1[CH:17]=[CH:16][C:15]([C:18](=O)[CH2:19]Br)=[CH:14][C:13]=1[N+:22]([O-:24])=[O:23].O. The catalyst is CN(C)C1C=CC=CC=1.C(O)C. The product is [CH3:10][O:11][C:12]1[CH:17]=[CH:16][C:15]([C:18]2[NH:9][C:5]3[C:6]([CH:19]=2)=[CH:7][CH:8]=[C:3]([O:2][CH3:1])[CH:4]=3)=[CH:14][C:13]=1[N+:22]([O-:24])=[O:23]. The yield is 0.400. (3) The reactants are Br[C:2]1[CH:3]=[CH:4][C:5]([O:29][CH2:30][CH:31]2[CH2:33][CH2:32]2)=[C:6]([C:8]2[C:9]3[CH:18]=[CH:17][N:16](S(C4C=CC(C)=CC=4)(=O)=O)[C:10]=3[C:11](=[O:15])[N:12]([CH3:14])[CH:13]=2)[CH:7]=1.[N:34]1[CH:39]=[CH:38][CH:37]=[C:36](B(O)O)[CH:35]=1.C(=O)([O-])[O-].[Na+].[Na+].[OH-].[Na+]. The catalyst is O1CCOCC1.O.O.C1C=CC(/C=C/C(/C=C/C2C=CC=CC=2)=O)=CC=1.C1C=CC(/C=C/C(/C=C/C2C=CC=CC=2)=O)=CC=1.C1C=CC(/C=C/C(/C=C/C2C=CC=CC=2)=O)=CC=1.[Pd].[Pd]. The product is [CH:31]1([CH2:30][O:29][C:5]2[CH:4]=[CH:3][C:2]([C:36]3[CH:35]=[N:34][CH:39]=[CH:38][CH:37]=3)=[CH:7][C:6]=2[C:8]2[C:9]3[CH:18]=[CH:17][NH:16][C:10]=3[C:11](=[O:15])[N:12]([CH3:14])[CH:13]=2)[CH2:33][CH2:32]1. The yield is 0.750.